Dataset: Reaction yield outcomes from USPTO patents with 853,638 reactions. Task: Predict the reaction yield, written as a fraction of the theoretical maximum amount of product (1.0 means a 100% yield; for example, 0.34 means a 34% yield). (1) The reactants are C(N(C(C)C)CC)(C)C.[Cl:10][C:11]1[CH:18]=[CH:17][CH:16]=[CH:15][C:12]=1[CH2:13][NH2:14].[O:19]=[C:20]1[C:24]([C:25]2[CH:30]=[CH:29][C:28]([C:31]([F:34])([F:33])[F:32])=[CH:27][CH:26]=2)=[N:23][C:22]2([CH2:38][CH2:37][CH2:36][CH2:35]2)[N:21]1[CH2:39][C:40](O)=[O:41].CN(C(ON1N=NC2C=CC=NC1=2)=[N+](C)C)C.F[P-](F)(F)(F)(F)F. The catalyst is C(Cl)Cl. The product is [Cl:10][C:11]1[CH:18]=[CH:17][CH:16]=[CH:15][C:12]=1[CH2:13][NH:14][C:40](=[O:41])[CH2:39][N:21]1[C:22]2([CH2:35][CH2:36][CH2:37][CH2:38]2)[N:23]=[C:24]([C:25]2[CH:30]=[CH:29][C:28]([C:31]([F:32])([F:33])[F:34])=[CH:27][CH:26]=2)[C:20]1=[O:19]. The yield is 0.240. (2) The reactants are Cl.O1CCOCC1.[Cl:8][C:9]1[CH:29]=[CH:28][C:12]([CH2:13][C:14]2([OH:27])[CH2:19][CH2:18][N:17](C(OC(C)(C)C)=O)[CH2:16][CH2:15]2)=[C:11]([O:30][CH3:31])[CH:10]=1. The catalyst is O1CCOCC1. The product is [ClH:8].[Cl:8][C:9]1[CH:29]=[CH:28][C:12]([CH2:13][C:14]2([OH:27])[CH2:15][CH2:16][NH:17][CH2:18][CH2:19]2)=[C:11]([O:30][CH3:31])[CH:10]=1. The yield is 0.860.